This data is from NCI-60 drug combinations with 297,098 pairs across 59 cell lines. The task is: Regression. Given two drug SMILES strings and cell line genomic features, predict the synergy score measuring deviation from expected non-interaction effect. Drug 2: CCCCC(=O)OCC(=O)C1(CC(C2=C(C1)C(=C3C(=C2O)C(=O)C4=C(C3=O)C=CC=C4OC)O)OC5CC(C(C(O5)C)O)NC(=O)C(F)(F)F)O. Drug 1: CC1=C(N=C(N=C1N)C(CC(=O)N)NCC(C(=O)N)N)C(=O)NC(C(C2=CN=CN2)OC3C(C(C(C(O3)CO)O)O)OC4C(C(C(C(O4)CO)O)OC(=O)N)O)C(=O)NC(C)C(C(C)C(=O)NC(C(C)O)C(=O)NCCC5=NC(=CS5)C6=NC(=CS6)C(=O)NCCC[S+](C)C)O. Synergy scores: CSS=25.3, Synergy_ZIP=-0.919, Synergy_Bliss=-0.228, Synergy_Loewe=1.35, Synergy_HSA=2.08. Cell line: PC-3.